This data is from Full USPTO retrosynthesis dataset with 1.9M reactions from patents (1976-2016). The task is: Predict the reactants needed to synthesize the given product. (1) Given the product [CH2:1]([N:3]1[CH:7]=[CH:6][C:5]([C:8]([NH:18][CH2:17][CH2:16][C:15]([O:14][CH2:12][CH3:13])=[O:19])=[O:10])=[CH:4]1)[CH3:2], predict the reactants needed to synthesize it. The reactants are: [CH2:1]([N:3]1[CH:7]=[CH:6][C:5]([C:8]([OH:10])=O)=[CH:4]1)[CH3:2].Cl.[CH2:12]([O:14][C:15](=[O:19])[CH2:16][CH2:17][NH2:18])[CH3:13].Cl.C(N=C=NCCCN(C)C)C.C(N(CC)CC)C. (2) Given the product [F:4][C:5]1[C:6]([Si:14]([CH3:17])([CH3:16])[CH3:15])=[C:7]([N:1]=[C:2]=[O:3])[CH:11]=[CH:12][CH:13]=1, predict the reactants needed to synthesize it. The reactants are: [N-:1]=[C:2]=[O:3].[F:4][C:5]1[C:6]([Si:14]([CH3:17])([CH3:16])[CH3:15])=[C:7]([CH:11]=[CH:12][CH:13]=1)C(O)=O.C(Cl)(=O)C(Cl)=O.[N-]=[N+]=[N-].[Na+]. (3) The reactants are: Cl[C:2]1[C:11]2[C:6](=[CH:7][CH:8]=[C:9]([O:12][CH3:13])[CH:10]=2)[N:5]=[CH:4][N:3]=1.[NH2:14][C:15]1[CH:20]=[N:19][CH:18]=[CH:17][N:16]=1.IC1C=C2C(=CC=1)N=CN=C2NC1SC2C(N=1)=CC=CN=2. Given the product [CH3:13][O:12][C:9]1[CH:10]=[C:11]2[C:6](=[CH:7][CH:8]=1)[N:5]=[CH:4][N:3]=[C:2]2[NH:14][C:15]1[CH:20]=[N:19][CH:18]=[CH:17][N:16]=1, predict the reactants needed to synthesize it. (4) Given the product [CH3:33][O:32][C:15]1[CH:14]=[CH:13][C:12]2[N:11]=[C:10]([NH:8][C:2]3[CH:3]=[CH:4][CH:5]=[C:6]([NH2:7])[N:1]=3)[C:19]3=[N:20][NH:21][CH:22]=[C:18]3[C:17]=2[CH:16]=1, predict the reactants needed to synthesize it. The reactants are: [N:1]1[C:6]([NH2:7])=[CH:5][CH:4]=[CH:3][C:2]=1[NH2:8].Cl[C:10]1[C:19]2=[N:20][N:21](CC3C=CC(OC)=CC=3)[CH:22]=[C:18]2[C:17]2[CH:16]=[C:15]([O:32][CH3:33])[CH:14]=[CH:13][C:12]=2[N:11]=1. (5) Given the product [F:72][C:67]1[CH:68]=[CH:69][CH:70]=[CH:71][C:66]=1[C:63]1[CH:64]=[CH:65][C:60]([CH2:59][C@@H:50]([NH:49][C:6]([C:4]2[NH:3][N:2]=[N:1][CH:5]=2)=[O:8])[CH2:51][C@:52]([CH2:57][OH:58])([CH3:56])[C:53]([OH:55])=[O:54])=[CH:61][CH:62]=1, predict the reactants needed to synthesize it. The reactants are: [NH:1]1[CH:5]=[C:4]([C:6]([OH:8])=O)[N:3]=[N:2]1.CCN(C(C)C)C(C)C.CN(C(ON1N=NC2C=CC=NC1=2)=[N+](C)C)C.F[P-](F)(F)(F)(F)F.C(OC([NH:49][C@H:50]([CH2:59][C:60]1[CH:65]=[CH:64][C:63]([C:66]2[CH:71]=[CH:70][CH:69]=[CH:68][C:67]=2[F:72])=[CH:62][CH:61]=1)[CH2:51][C@:52]([CH2:57][OH:58])([CH3:56])[C:53]([OH:55])=[O:54])=O)(C)(C)C. (6) Given the product [F:1][C:2]1[C:7]([CH:20]2[CH2:19][CH2:18][N:17]([C:15]([O:14][C:10]([CH3:13])([CH3:12])[CH3:11])=[O:16])[CH2:21]2)=[N:6][CH:5]=[CH:4][N:3]=1, predict the reactants needed to synthesize it. The reactants are: [F:1][C:2]1[C:7](I)=[N:6][CH:5]=[CH:4][N:3]=1.[I-].[C:10]([O:14][C:15]([N:17]1[CH2:21][CH2:20][CH:19]([Zn+])[CH2:18]1)=[O:16])([CH3:13])([CH3:12])[CH3:11].